Predict which catalyst facilitates the given reaction. From a dataset of Catalyst prediction with 721,799 reactions and 888 catalyst types from USPTO. (1) Product: [NH2:1][C:2]1[N:7]=[CH:6][C:5]([C:8]2[CH:13]=[CH:12][C:11]([S:14]([CH:17]3[CH2:22][CH2:21][CH2:20][N:19]([C:23]([O:25][C:26]([CH3:28])([CH3:27])[CH3:29])=[O:24])[CH2:18]3)(=[O:15])=[O:16])=[CH:10][CH:9]=2)=[N:4][C:3]=1[C:30]([NH:35][NH2:36])=[O:32]. The catalyst class is: 12. Reactant: [NH2:1][C:2]1[C:3]([C:30]([O:32]C)=O)=[N:4][C:5]([C:8]2[CH:13]=[CH:12][C:11]([S:14]([CH:17]3[CH2:22][CH2:21][CH2:20][N:19]([C:23]([O:25][C:26]([CH3:29])([CH3:28])[CH3:27])=[O:24])[CH2:18]3)(=[O:16])=[O:15])=[CH:10][CH:9]=2)=[CH:6][N:7]=1.O.[NH2:35][NH2:36]. (2) Reactant: [Cl:1][C:2]1[CH:3]=[C:4]2[C:8](=[CH:9][CH:10]=1)[N:7]([CH2:11][C:12]#[N:13])[CH:6]=[C:5]2[S:14]([CH3:16])=O.C(=O)(O)[O-].[Na+].S(Cl)([Cl:24])=O. Product: [Cl:24][C:6]1[N:7]([CH2:11][C:12]#[N:13])[C:8]2[C:4]([C:5]=1[S:14][CH3:16])=[CH:3][C:2]([Cl:1])=[CH:10][CH:9]=2. The catalyst class is: 2. (3) Product: [Br:19][CH2:1][C:2]1[O:6][C:5]([C:7]([O:9][CH2:10][CH3:11])=[O:8])=[N:4][CH:3]=1. The catalyst class is: 53. Reactant: [CH3:1][C:2]1[O:6][C:5]([C:7]([O:9][CH2:10][CH3:11])=[O:8])=[N:4][CH:3]=1.C1C(=O)N([Br:19])C(=O)C1.C(OOC(=O)C1C=CC=CC=1)(=O)C1C=CC=CC=1. (4) Product: [CH:1]1([NH:4][C:5]([C:7]2[CH:12]=[C:11]([C:13]3[CH:18]=[CH:17][C:16]([C:19]([NH:21][NH2:22])=[O:20])=[CH:15][CH:14]=3)[C:10]([CH3:30])=[C:9]([F:31])[CH:8]=2)=[O:6])[CH2:3][CH2:2]1. Reactant: [CH:1]1([NH:4][C:5]([C:7]2[CH:8]=[C:9]([F:31])[C:10]([CH3:30])=[C:11]([C:13]3[CH:18]=[CH:17][C:16]([C:19]([NH:21][NH:22]C(OC(C)(C)C)=O)=[O:20])=[CH:15][CH:14]=3)[CH:12]=2)=[O:6])[CH2:3][CH2:2]1.CO. The catalyst class is: 33. (5) Reactant: [Li]CCCC.Br[C:7]1[C:12]([CH3:13])=[CH:11][C:10]([Br:14])=[CH:9][N:8]=1.CN([CH:18]=[O:19])C. Product: [Br:14][C:10]1[CH:11]=[C:12]([CH3:13])[C:7]([CH:18]=[O:19])=[N:8][CH:9]=1. The catalyst class is: 2. (6) Reactant: CNC.[CH3:4][N:5]([CH:7]=[O:8])[CH3:6].[F:9][C:10]1[CH:29]=[CH:28][C:13]([O:14][CH2:15][CH2:16][CH2:17][NH:18]C(=O)OC2C=CC=CC=2)=[C:12]([N+:30]([O-:32])=[O:31])[CH:11]=1. Product: [F:9][C:10]1[CH:29]=[CH:28][C:13]([O:14][CH2:15][CH2:16][CH2:17][NH:18][C:7](=[O:8])[N:5]([CH3:6])[CH3:4])=[C:12]([N+:30]([O-:32])=[O:31])[CH:11]=1. The catalyst class is: 6.